This data is from Full USPTO retrosynthesis dataset with 1.9M reactions from patents (1976-2016). The task is: Predict the reactants needed to synthesize the given product. (1) Given the product [CH3:1][O:2][C:3](=[O:14])[C:4]1[CH:9]=[CH:8][CH:7]=[C:6]([CH2:10][CH:11]=[O:12])[CH:5]=1, predict the reactants needed to synthesize it. The reactants are: [CH3:1][O:2][C:3](=[O:14])[C:4]1[CH:9]=[CH:8][CH:7]=[C:6]([CH:10]=[CH:11][O:12]C)[CH:5]=1.Cl. (2) Given the product [CH2:1]([C:8]1([C:21]([OH:23])=[O:22])[CH2:13][CH2:12][N:11]([C:14]([O:16][C:17]([CH3:20])([CH3:18])[CH3:19])=[O:15])[CH2:10][CH2:9]1)[C:2]1[CH:3]=[CH:4][CH:5]=[CH:6][CH:7]=1, predict the reactants needed to synthesize it. The reactants are: [CH2:1]([C:8]1([C:21]([O:23]C)=[O:22])[CH2:13][CH2:12][N:11]([C:14]([O:16][C:17]([CH3:20])([CH3:19])[CH3:18])=[O:15])[CH2:10][CH2:9]1)[C:2]1[CH:7]=[CH:6][CH:5]=[CH:4][CH:3]=1.[OH-].[Na+].CO. (3) Given the product [Br:22][C:23]1[CH:32]=[CH:31][C:30]([CH2:33][N:6]2[C:7]([CH3:20])=[CH:8][C:9]([O:10][CH2:11][C:12]3[CH:17]=[CH:16][C:15]([F:18])=[CH:14][C:13]=3[F:19])=[C:4]([Br:3])[C:5]2=[O:21])=[CH:29][C:24]=1[C:25]([O:27][CH3:28])=[O:26], predict the reactants needed to synthesize it. The reactants are: [H-].[Na+].[Br:3][C:4]1[C:5](=[O:21])[NH:6][C:7]([CH3:20])=[CH:8][C:9]=1[O:10][CH2:11][C:12]1[CH:17]=[CH:16][C:15]([F:18])=[CH:14][C:13]=1[F:19].[Br:22][C:23]1[CH:32]=[CH:31][C:30]([CH2:33]Br)=[CH:29][C:24]=1[C:25]([O:27][CH3:28])=[O:26].O. (4) The reactants are: [OH:1][C@H:2]1[C@@H:6]([CH2:7][NH:8]C(OCC2C=CC=CC=2)=O)[CH2:5][N:4]([C:19]([O:21][C:22]([CH3:25])([CH3:24])[CH3:23])=[O:20])[CH2:3]1. Given the product [NH2:8][CH2:7][C@@H:6]1[C@H:2]([OH:1])[CH2:3][N:4]([C:19]([O:21][C:22]([CH3:25])([CH3:24])[CH3:23])=[O:20])[CH2:5]1, predict the reactants needed to synthesize it. (5) Given the product [CH3:32][C:4]([NH:6][C:7]([C:9]1[CH:18]=[CH:17][C:16]2[CH2:15][CH2:14][CH2:13][CH2:12][C:11]=2[C:10]=1[O:19][CH2:20][C:21]1[CH:22]=[CH:23][C:24]([O:27][C:28]([F:29])([F:31])[F:30])=[CH:25][CH:26]=1)=[O:8])([CH3:5])[C:3]([OH:33])=[O:2], predict the reactants needed to synthesize it. The reactants are: C[O:2][C:3](=[O:33])[C:4]([CH3:32])([NH:6][C:7]([C:9]1[CH:18]=[CH:17][C:16]2[CH2:15][CH2:14][CH2:13][CH2:12][C:11]=2[C:10]=1[O:19][CH2:20][C:21]1[CH:26]=[CH:25][C:24]([O:27][C:28]([F:31])([F:30])[F:29])=[CH:23][CH:22]=1)=[O:8])[CH3:5].[OH-].[Na+]. (6) Given the product [C:5]([N:13]1[CH2:18][CH2:17][N:16]([C:19](=[O:37])[C:20]([C:22]2[C:30]3[C:25](=[C:26]([C:31]([CH2:36][C:2]#[CH:3])=[O:39])[CH:27]=[CH:28][N:29]=3)[NH:24][CH:23]=2)=[O:21])[C@H:15]([CH3:38])[CH2:14]1)(=[O:12])[C:6]1[CH:7]=[CH:8][CH:9]=[CH:10][CH:11]=1, predict the reactants needed to synthesize it. The reactants are: C([Li])#[C:2][CH3:3].[C:5]([N:13]1[CH2:18][CH2:17][N:16]([C:19](=[O:37])[C:20]([C:22]2[C:30]3[C:25](=[C:26]([C:31]4[CH:36]=NC=CN=4)[CH:27]=[CH:28][N:29]=3)[NH:24][CH:23]=2)=[O:21])[C@H:15]([CH3:38])[CH2:14]1)(=[O:12])[C:6]1[CH:11]=[CH:10][CH:9]=[CH:8][CH:7]=1.[O:39]1CCCC1. (7) Given the product [Cl:1][C:2]1[N:10]([CH2:11][CH:12]=[CH2:13])[C:9]2[C:8](=[O:14])[N:7]([CH2:15][CH2:16][CH2:17][CH2:18][C:38]3[O:55][N:35]=[C:36]([C:41]4[CH:40]=[CH:45][CH:44]=[CH:43][N:42]=4)[N:37]=3)[C:6](=[O:32])[NH:5][C:4]=2[N:3]=1, predict the reactants needed to synthesize it. The reactants are: [Cl:1][C:2]1[N:10]([CH2:11][CH:12]=[CH2:13])[C:9]2[C:8](=[O:14])[N:7]([CH2:15][CH2:16][CH2:17][C:18]3ON=C(CC4C=CC(F)=CC=4F)N=3)[C:6](=[O:32])[NH:5][C:4]=2[N:3]=1.ClC1[N:42]([CH2:43][CH:44]=[CH2:45])[C:41]2[C:40](=O)N(CCCC(OCC)=O)[C:38](=[O:55])[NH:37][C:36]=2[N:35]=1. (8) Given the product [F:33][C:29]1[CH:28]=[C:27]2[C:32](=[CH:31][CH:30]=1)[N:23]([C:22]1[C:13]([C:8]3[O:1][C:10]4[CH:11]=[CH:12][C:4]([F:3])=[CH:5][C:6]=4[CH:7]=3)=[N:14][C:15]3[C:20]([N:21]=1)=[CH:19][C:18]([C:34]([OH:36])=[O:35])=[CH:17][CH:16]=3)[CH2:24][CH2:25][CH2:26]2, predict the reactants needed to synthesize it. The reactants are: [OH-:1].[Na+].[F:3][C:4]1[CH:5]=[C:6]2[C:10](=[CH:11][CH:12]=1)C[C:8]([C:13]1[C:22]([N:23]3[C:32]4[C:27](=[CH:28][C:29]([F:33])=[CH:30][CH:31]=4)[CH2:26][CH2:25][CH2:24]3)=[N:21][C:20]3[C:15](=[CH:16][CH:17]=[C:18]([C:34]([O:36]C)=[O:35])[CH:19]=3)[N:14]=1)=[CH:7]2.